From a dataset of Full USPTO retrosynthesis dataset with 1.9M reactions from patents (1976-2016). Predict the reactants needed to synthesize the given product. (1) Given the product [CH2:1]([O:3][C:4](=[O:30])[C:5]1[CH:10]=[CH:9][C:8]([N:11]2[C:19]3[C:14](=[CH:15][CH:16]=[C:17]([O:20][CH2:21][CH2:22][NH:23][C:38](=[O:40])[CH3:39])[CH:18]=3)[C:13]([C:24]#[N:25])=[CH:12]2)=[CH:7][C:6]=1[O:26][CH2:27][O:28][CH3:29])[CH3:2], predict the reactants needed to synthesize it. The reactants are: [CH2:1]([O:3][C:4](=[O:30])[C:5]1[CH:10]=[CH:9][C:8]([N:11]2[C:19]3[C:14](=[CH:15][CH:16]=[C:17]([O:20][CH2:21][CH2:22][NH2:23])[CH:18]=3)[C:13]([C:24]#[N:25])=[CH:12]2)=[CH:7][C:6]=1[O:26][CH2:27][O:28][CH3:29])[CH3:2].C(N(CC)CC)C.[C:38](Cl)(=[O:40])[CH3:39]. (2) Given the product [Cl:8][C:5]1[CH:6]=[CH:7][C:2]2[NH:1][C:23](=[O:24])[N:9]([CH:10]3[CH2:11][CH2:12][N:13]([C:16]([O:18][C:19]([CH3:22])([CH3:21])[CH3:20])=[O:17])[CH2:14][CH2:15]3)[C:3]=2[CH:4]=1, predict the reactants needed to synthesize it. The reactants are: [NH2:1][C:2]1[CH:7]=[CH:6][C:5]([Cl:8])=[CH:4][C:3]=1[NH:9][CH:10]1[CH2:15][CH2:14][N:13]([C:16]([O:18][C:19]([CH3:22])([CH3:21])[CH3:20])=[O:17])[CH2:12][CH2:11]1.[C:23](Cl)(Cl)=[O:24].C(N(CC)CC)C. (3) Given the product [NH2:37][C:22]1[C:17]2[CH:16]=[CH:15][N:14]([C@@H:12]3[O:11][C@H:10]([CH2:24][OH:25])[C@@H:9]([OH:8])[CH2:13]3)[C:18]=2[N:19]=[CH:20][N:21]=1, predict the reactants needed to synthesize it. The reactants are: CC1C=CC(C([O:8][C@H:9]2[CH2:13][C@H:12]([N:14]3[C:18]4[N:19]=[CH:20][N:21]=[C:22](Cl)[C:17]=4[CH:16]=[CH:15]3)[O:11][C@@H:10]2[CH2:24][O:25]C(=O)C2C=CC(C)=CC=2)=O)=CC=1.[NH3:37]. (4) Given the product [CH:21]([N:20]1[C:16]([C:10]2[N:11]=[C:12]3[C:13]4[CH:14]=[N:15][C:2]([N:32]5[CH2:33][CH2:34][CH2:35][CH:31]5[CH:28]5[CH2:27][CH2:26][N:25]([CH3:24])[CH2:30][CH2:29]5)=[CH:3][C:4]=4[O:5][CH2:6][CH2:7][N:8]3[CH:9]=2)=[N:17][CH:18]=[N:19]1)([CH3:23])[CH3:22], predict the reactants needed to synthesize it. The reactants are: Cl[C:2]1[CH:3]=[C:4]2[C:13](=[CH:14][N:15]=1)[C:12]1[N:8]([CH:9]=[C:10]([C:16]3[N:20]([CH:21]([CH3:23])[CH3:22])[N:19]=[CH:18][N:17]=3)[N:11]=1)[CH2:7][CH2:6][O:5]2.[CH3:24][N:25]1[CH2:30][CH2:29][CH:28]([CH:31]2[CH2:35][CH2:34][CH2:33][NH:32]2)[CH2:27][CH2:26]1. (5) Given the product [CH2:17]1[C:22]2[S:23][C:24]3[CH:29]=[CH:28][CH:27]=[CH:26][C:25]=3[C:21]=2[CH2:20][CH2:19][N:18]1[S:12]([CH2:11][C:5]1([C:3]([OH:2])=[O:4])[CH2:10][CH2:9][O:8][CH2:7][CH2:6]1)(=[O:14])=[O:13], predict the reactants needed to synthesize it. The reactants are: C[O:2][C:3]([C:5]1([CH2:11][S:12](Cl)(=[O:14])=[O:13])[CH2:10][CH2:9][O:8][CH2:7][CH2:6]1)=[O:4].Cl.[CH2:17]1[C:22]2[S:23][C:24]3[CH:29]=[CH:28][CH:27]=[CH:26][C:25]=3[C:21]=2[CH2:20][CH2:19][NH:18]1.C(N(CC)CC)C.O.[OH-].[Li+]. (6) Given the product [ClH:1].[Br:17][C:18]1[CH:19]=[CH:20][C:21]([CH2:24][CH2:25][O:26][CH2:27][CH2:28][CH2:29][S:30][CH2:31][CH2:32][CH2:33][NH:2][CH2:3][C@@H:4]([C:6]2[C:14]3[S:13][C:12](=[O:15])[NH:11][C:10]=3[C:9]([OH:16])=[CH:8][CH:7]=2)[OH:5])=[CH:22][CH:23]=1, predict the reactants needed to synthesize it. The reactants are: [ClH:1].[NH2:2][CH2:3][C@@H:4]([C:6]1[C:14]2[S:13][C:12](=[O:15])[NH:11][C:10]=2[C:9]([OH:16])=[CH:8][CH:7]=1)[OH:5].[Br:17][C:18]1[CH:23]=[CH:22][C:21]([CH2:24][CH2:25][O:26][CH2:27][CH2:28][CH2:29][S:30][CH2:31][CH2:32][CH:33]=O)=[CH:20][CH:19]=1.C(O)(=O)C.C([BH3-])#N.[Na+]. (7) Given the product [Cl:7][C:8]1[CH:9]=[C:10]([CH:16]([C:39]([F:42])([F:41])[F:40])/[CH:17]=[CH:18]/[C:19]2[CH:20]=[CH:21][C:22]([C:23]([NH:25][CH2:26][C:27](=[O:34])[NH:28][CH2:29][C:30]([F:32])([F:33])[F:31])=[O:24])=[C:35]([S:3]([CH3:43])(=[O:5])=[O:2])[CH:36]=2)[CH:11]=[C:12]([Cl:15])[C:13]=1[F:14], predict the reactants needed to synthesize it. The reactants are: O[O:2][S:3]([O-:5])=O.[K+].[Cl:7][C:8]1[CH:9]=[C:10]([CH:16]([C:39]([F:42])([F:41])[F:40])/[CH:17]=[CH:18]/[C:19]2[CH:36]=[CH:35][C:22]([C:23]([NH:25][CH2:26][C:27](=[O:34])[NH:28][CH2:29][C:30]([F:33])([F:32])[F:31])=[O:24])=[C:21](SC)[CH:20]=2)[CH:11]=[C:12]([Cl:15])[C:13]=1[F:14].[CH3:43]C(C)=O.O.